Predict the reactants needed to synthesize the given product. From a dataset of Retrosynthesis with 50K atom-mapped reactions and 10 reaction types from USPTO. (1) Given the product COC(=O)CNC(=O)CN1CCCC1=O, predict the reactants needed to synthesize it. The reactants are: COC(=O)CN.O=C(O)CN1CCCC1=O. (2) Given the product CCCCc1nc2cnc3ccccc3c2n1CCCN, predict the reactants needed to synthesize it. The reactants are: CCCCc1nc2cnc3ccccc3c2n1CCCNC(=O)OC(C)(C)C. (3) Given the product Cc1nn(CC(=O)N2CCN(C)CC2)cc1-n1c(=O)n(C)c2cnc3ccc(-c4ccccc4)cc3c21, predict the reactants needed to synthesize it. The reactants are: Cc1nn(CC(=O)N2CCN(C)CC2)cc1-n1c(=O)n(C)c2cnc3ccc(Br)cc3c21.OB(O)c1ccccc1. (4) The reactants are: CC(C)Nc1nc2c(nc1N1CCC(C(F)c3ccc(F)cc3F)CC1)CCN(Cc1ccccc1)C2. Given the product CC(C)Nc1nc2c(nc1N1CCC(C(F)c3ccc(F)cc3F)CC1)CCNC2, predict the reactants needed to synthesize it. (5) Given the product Nc1ccc(C#CCO)cn1, predict the reactants needed to synthesize it. The reactants are: C#CCO.Nc1ccc(Br)cn1. (6) Given the product O=C(N[C@H](Cc1ccc2c(c1)CCCC2)C(=O)N1CCC(N2CCNCC2)CC1)N1CCC(n2nc(-c3ccccc3)[nH]c2=O)CC1, predict the reactants needed to synthesize it. The reactants are: O=C(N[C@H](Cc1ccc2c(c1)CCCC2)C(=O)N1CCC(N2CCN(Cc3ccccc3)CC2)CC1)N1CCC(n2nc(-c3ccccc3)[nH]c2=O)CC1. (7) Given the product CC1Cc2ccc(-c3ccc(C(=O)N4CCN(C)CC4)nc3)cc2CN1c1cc(N2CCN(C)CC2)nc(N)n1, predict the reactants needed to synthesize it. The reactants are: CC1Cc2ccc(-c3ccc(C(=O)O)nc3)cc2CN1c1cc(N2CCN(C)CC2)nc(N)n1.CN1CCNCC1. (8) Given the product Nc1cc(C(F)F)ccn1, predict the reactants needed to synthesize it. The reactants are: CC(C)(C)OC(=O)Nc1cc(C(F)F)ccn1. (9) Given the product NC(=O)c1ccc(OC2CNCc3ccoc32)c(Cl)c1, predict the reactants needed to synthesize it. The reactants are: NC(=O)c1ccc(F)c(Cl)c1.OC1CNCc2ccoc21.